This data is from TCR-epitope binding with 47,182 pairs between 192 epitopes and 23,139 TCRs. The task is: Binary Classification. Given a T-cell receptor sequence (or CDR3 region) and an epitope sequence, predict whether binding occurs between them. (1) The epitope is ITEEVGHTDLMAAY. The TCR CDR3 sequence is CASSSAGTSGSTDTQYF. Result: 0 (the TCR does not bind to the epitope). (2) The epitope is RQLLFVVEV. The TCR CDR3 sequence is CASSLGRFQETQYF. Result: 1 (the TCR binds to the epitope).